The task is: Predict the reactants needed to synthesize the given product.. This data is from Full USPTO retrosynthesis dataset with 1.9M reactions from patents (1976-2016). (1) Given the product [OH:28][CH2:27][CH2:26][NH:25][CH2:12][C:9]1[C:10](=[O:11])[N:5]([CH2:1][CH:2]([CH3:4])[CH3:3])[N:6]=[C:7]([C:18]2[CH:23]=[CH:22][C:21]([CH3:24])=[CH:20][CH:19]=2)[CH:8]=1, predict the reactants needed to synthesize it. The reactants are: [CH2:1]([N:5]1[C:10](=[O:11])[C:9]([CH2:12]OS(C)(=O)=O)=[CH:8][C:7]([C:18]2[CH:23]=[CH:22][C:21]([CH3:24])=[CH:20][CH:19]=2)=[N:6]1)[CH:2]([CH3:4])[CH3:3].[NH2:25][CH2:26][CH2:27][OH:28]. (2) The reactants are: [CH:1]1([C:7]2([O:20][CH3:21])[CH2:12][CH2:11][N:10]([C:13](OC(C)(C)C)=O)[CH2:9][CH2:8]2)[CH2:6][CH2:5][CH2:4][CH2:3][CH2:2]1.F[C:23](F)(F)[C:24](O)=O. Given the product [CH:1]1([C:7]2([O:20][CH3:21])[CH2:8][CH2:9][N:10]([C:13]3[CH:24]=[CH:23][C:8]([C:9]#[N:10])=[CH:7][CH:1]=3)[CH2:11][CH2:12]2)[CH2:2][CH2:3][CH2:4][CH2:5][CH2:6]1, predict the reactants needed to synthesize it. (3) Given the product [Br:11][C:9]1[CH:8]=[CH:7][C:3]([C:4]([OH:6])=[O:5])=[C:2]([N:1]2[C:16]([CH3:17])=[CH:15][CH:14]=[C:13]2[CH3:12])[CH:10]=1, predict the reactants needed to synthesize it. The reactants are: [NH2:1][C:2]1[CH:10]=[C:9]([Br:11])[CH:8]=[CH:7][C:3]=1[C:4]([OH:6])=[O:5].[CH3:12][C:13](=O)[CH2:14][CH2:15][C:16](=O)[CH3:17]. (4) Given the product [CH3:46][Si:3]([CH3:2])([CH3:47])[CH2:4][CH2:5][O:6][CH2:7][O:8][C:9]1[CH:14]=[C:13]([O:15][CH2:16][O:17][CH2:18][CH2:19][Si:20]([CH3:21])([CH3:22])[CH3:23])[CH:12]=[CH:11][C:10]=1[C:24]1[C:25](=[O:45])[O:26][C:27]2[C:32]([C:33]=1[CH3:34])=[CH:31][CH:30]=[C:29]([O:36][CH2:37][O:38][CH2:39][CH2:40][Si:41]([CH3:44])([CH3:43])[CH3:42])[CH:28]=2, predict the reactants needed to synthesize it. The reactants are: Cl.[CH3:2][Si:3]([CH3:47])([CH3:46])[CH2:4][CH2:5][O:6][CH2:7][O:8][C:9]1[CH:14]=[C:13]([O:15][CH2:16][O:17][CH2:18][CH2:19][Si:20]([CH3:23])([CH3:22])[CH3:21])[CH:12]=[CH:11][C:10]=1[C:24]1[C:25](=[O:45])[O:26][C:27]2[C:32]([C:33]=1[CH2:34]Br)=[CH:31][CH:30]=[C:29]([O:36][CH2:37][O:38][CH2:39][CH2:40][Si:41]([CH3:44])([CH3:43])[CH3:42])[CH:28]=2. (5) Given the product [C:12]([NH:11][S:8]([C:5]1[CH:6]=[CH:7][C:2]([B:27]2[O:28][C:29]([CH3:31])([CH3:30])[C:25]([CH3:41])([CH3:24])[O:26]2)=[CH:3][C:4]=1[O:16][C:17]([F:20])([F:19])[F:18])(=[O:10])=[O:9])([CH3:15])([CH3:14])[CH3:13], predict the reactants needed to synthesize it. The reactants are: Br[C:2]1[CH:7]=[CH:6][C:5]([S:8]([NH:11][C:12]([CH3:15])([CH3:14])[CH3:13])(=[O:10])=[O:9])=[C:4]([O:16][C:17]([F:20])([F:19])[F:18])[CH:3]=1.ClCCl.[CH3:24][C:25]1([CH3:41])[C:29]([CH3:31])([CH3:30])[O:28][B:27]([B:27]2[O:28][C:29]([CH3:31])([CH3:30])[C:25]([CH3:41])([CH3:24])[O:26]2)[O:26]1.CC([O-])=O.[K+].